Predict the reactants needed to synthesize the given product. From a dataset of Full USPTO retrosynthesis dataset with 1.9M reactions from patents (1976-2016). (1) Given the product [NH:13]1[C:21]2[C:16](=[C:17]([C:22]3[N:23]=[C:24]([N:38]4[CH2:39][CH2:40][O:41][CH2:42][CH2:43]4)[C:25]4[S:30][C:29]([CH2:31][N:32]5[CH2:33][CH2:34][N:35]([C:3](=[O:5])[CH2:2][NH:1][C:6](=[O:7])[O:8][C:9]([CH3:12])([CH3:11])[CH3:10])[CH2:36][CH2:37]5)=[CH:28][C:26]=4[N:27]=3)[CH:18]=[CH:19][CH:20]=2)[CH:15]=[N:14]1, predict the reactants needed to synthesize it. The reactants are: [NH:1]([C:6]([O:8][C:9]([CH3:12])([CH3:11])[CH3:10])=[O:7])[CH2:2][C:3]([OH:5])=O.[NH:13]1[C:21]2[C:16](=[C:17]([C:22]3[N:23]=[C:24]([N:38]4[CH2:43][CH2:42][O:41][CH2:40][CH2:39]4)[C:25]4[S:30][C:29]([CH2:31][N:32]5[CH2:37][CH2:36][NH:35][CH2:34][CH2:33]5)=[CH:28][C:26]=4[N:27]=3)[CH:18]=[CH:19][CH:20]=2)[CH:15]=[N:14]1.CN(C(ON1N=NC2C=CC=NC1=2)=[N+](C)C)C.F[P-](F)(F)(F)(F)F. (2) The reactants are: Cl[C:2]([C:4]1[CH:13]=[CH:12][C:7]([C:8]([O:10]C)=[O:9])=[CH:6][CH:5]=1)=[O:3].[CH2:14]([N:16](CC)[CH2:17][CH3:18])[CH3:15].N1CCCC1. Given the product [N:16]1([C:2]([C:4]2[CH:13]=[CH:12][C:7]([C:8]([OH:10])=[O:9])=[CH:6][CH:5]=2)=[O:3])[CH2:17][CH2:18][CH2:15][CH2:14]1, predict the reactants needed to synthesize it. (3) Given the product [C:21]([C:18]1[CH:19]=[CH:20][C:15]([NH:1][C@@H:2]2[CH2:6][CH2:5][N:4]([C:7]([O:9][C:10]([CH3:13])([CH3:12])[CH3:11])=[O:8])[CH2:3]2)=[N:16][CH:17]=1)#[N:22], predict the reactants needed to synthesize it. The reactants are: [NH2:1][C@@H:2]1[CH2:6][CH2:5][N:4]([C:7]([O:9][C:10]([CH3:13])([CH3:12])[CH3:11])=[O:8])[CH2:3]1.F[C:15]1[CH:20]=[CH:19][C:18]([C:21]#[N:22])=[CH:17][N:16]=1.CCN(C(C)C)C(C)C.C(O)CC. (4) Given the product [NH2:1][C:4]1[C:5]([C:17]#[N:18])=[C:6]2[CH:15]=[CH:14][CH:13]=[C:12]3[C:7]2=[C:8]([CH:16]=1)[CH2:9][O:10][CH2:11]3, predict the reactants needed to synthesize it. The reactants are: [N+:1]([C:4]1[C:5]([C:17]#[N:18])=[C:6]2[CH:15]=[CH:14][CH:13]=[C:12]3[C:7]2=[C:8]([CH:16]=1)[CH2:9][O:10][CH2:11]3)([O-])=O.[Sn]Cl.Cl.[OH-].[Na+]. (5) The reactants are: C(OC([NH:11][C@H:12]([C:42]([O:44][C:45]([CH3:48])([CH3:47])[CH3:46])=[O:43])[CH2:13][C:14]1[CH:15]=[N:16][C:17]([O:20][CH2:21][CH2:22][C:23]2[CH:32]=[CH:31][C:30]3[CH2:29][CH2:28][CH2:27][N:26]([CH2:33][C:34]4[CH:39]=[CH:38][C:37]([O:40][CH3:41])=[CH:36][CH:35]=4)[C:25]=3[N:24]=2)=[CH:18][CH:19]=1)=O)C1C=CC=CC=1.C(Cl)Cl. Given the product [CH3:41][O:40][C:37]1[CH:36]=[CH:35][C:34]([CH2:33][N:26]2[C:25]3[N:24]=[C:23]([CH2:22][CH2:21][O:20][C:17]4[N:16]=[CH:15][C:14]([CH2:13][C@@H:12]([C:42]([O:44][C:45]([CH3:46])([CH3:47])[CH3:48])=[O:43])[NH2:11])=[CH:19][CH:18]=4)[CH:32]=[CH:31][C:30]=3[CH2:29][CH2:28][CH2:27]2)=[CH:39][CH:38]=1, predict the reactants needed to synthesize it. (6) The reactants are: [CH:1](=[N:8][N:9]([C:18]1[CH:22]=[CH:21][S:20][C:19]=1[C:23]([O:25]C)=O)[C:10](=[O:17])[CH2:11][C:12]([O:14][CH2:15][CH3:16])=[O:13])[C:2]1[CH:7]=[CH:6][CH:5]=[CH:4][CH:3]=1.[O-]CC.[Na+]. Given the product [OH:25][C:23]1[C:19]2[S:20][CH:21]=[CH:22][C:18]=2[N:9]([N:8]=[CH:1][C:2]2[CH:3]=[CH:4][CH:5]=[CH:6][CH:7]=2)[C:10](=[O:17])[C:11]=1[C:12]([O:14][CH2:15][CH3:16])=[O:13], predict the reactants needed to synthesize it. (7) Given the product [CH3:11][N:9]([CH3:10])[CH2:8][CH2:7][CH2:6][O:5][C:4]1[CH:12]=[CH:13][C:14]([NH2:16])=[CH:15][C:3]=1[O:2][CH3:1], predict the reactants needed to synthesize it. The reactants are: [CH3:1][O:2][C:3]1[CH:15]=[C:14]([N+:16]([O-])=O)[CH:13]=[CH:12][C:4]=1[O:5][CH2:6][CH2:7][CH2:8][N:9]([CH3:11])[CH3:10].[BH4-].[Na+].Cl.